The task is: Predict which catalyst facilitates the given reaction.. This data is from Catalyst prediction with 721,799 reactions and 888 catalyst types from USPTO. (1) Reactant: [CH:1]([NH:4][CH2:5][C:6]1[C:7](=[O:17])[NH:8][C:9]2[C:14]([CH:15]=1)=[CH:13][CH:12]=[CH:11][C:10]=2[CH3:16])([CH3:3])[CH3:2].CCN(C(C)C)C(C)C.[CH3:27][N:28]1[C:33]2[CH:34]=[CH:35][C:36]([S:38](Cl)(=[O:40])=[O:39])=[CH:37][C:32]=2[O:31][CH2:30][CH2:29]1. Product: [CH:1]([N:4]([CH2:5][C:6]1[C:7](=[O:17])[NH:8][C:9]2[C:14]([CH:15]=1)=[CH:13][CH:12]=[CH:11][C:10]=2[CH3:16])[S:38]([C:36]1[CH:35]=[CH:34][C:33]2[N:28]([CH3:27])[CH2:29][CH2:30][O:31][C:32]=2[CH:37]=1)(=[O:39])=[O:40])([CH3:3])[CH3:2]. The catalyst class is: 2. (2) The catalyst class is: 649. Reactant: Cl.[CH2:2]([O:4][C:5]([C:8]1[N:12]([CH2:13][CH:14]2[CH2:19][CH2:18][O:17][CH2:16][CH2:15]2)[C:11]2[CH:20]=[CH:21][C:22]([NH:24][CH3:25])=[CH:23][C:10]=2[N:9]=1)([CH3:7])[CH3:6])[CH3:3].[C:26]([NH:29][C:30]1[CH:35]=[CH:34][C:33]([S:36](Cl)(=[O:38])=[O:37])=[CH:32][CH:31]=1)(=[O:28])[CH3:27]. Product: [CH2:2]([O:4][C:5]([C:8]1[N:12]([CH2:13][CH:14]2[CH2:19][CH2:18][O:17][CH2:16][CH2:15]2)[C:11]2[CH:20]=[CH:21][C:22]([N:24]([CH3:25])[S:36]([C:33]3[CH:32]=[CH:31][C:30]([NH:29][C:26](=[O:28])[CH3:27])=[CH:35][CH:34]=3)(=[O:38])=[O:37])=[CH:23][C:10]=2[N:9]=1)([CH3:6])[CH3:7])[CH3:3]. (3) Reactant: F[C:2]1[CH:7]=[CH:6][C:5]([N+:8]([O-:10])=[O:9])=[C:4]([O:11][CH3:12])[CH:3]=1.[CH3:13][N:14]([CH3:21])[CH:15]1[CH2:20][CH2:19][NH:18][CH2:17][CH2:16]1.C(N(C(C)C)C(C)C)C. Product: [CH3:12][O:11][C:4]1[CH:3]=[C:2]([N:18]2[CH2:19][CH2:20][CH:15]([N:14]([CH3:21])[CH3:13])[CH2:16][CH2:17]2)[CH:7]=[CH:6][C:5]=1[N+:8]([O-:10])=[O:9]. The catalyst class is: 9. (4) Reactant: [N:1]1([CH2:7][C:8]2[CH:13]=[CH:12][C:11]([Mg]Br)=[CH:10][CH:9]=2)[CH2:6][CH2:5][CH2:4][CH2:3][CH2:2]1.CON(C)[C:19]([C:21]1[C:26]([NH2:27])=[N:25][CH:24]=[C:23]([C:28]2[CH:33]=[CH:32][C:31]([Cl:34])=[C:30]([Cl:35])[CH:29]=2)[N:22]=1)=[O:20].Cl. Product: [NH2:27][C:26]1[C:21]([C:19]([C:11]2[CH:12]=[CH:13][C:8]([CH2:7][N:1]3[CH2:6][CH2:5][CH2:4][CH2:3][CH2:2]3)=[CH:9][CH:10]=2)=[O:20])=[N:22][C:23]([C:28]2[CH:33]=[CH:32][C:31]([Cl:34])=[C:30]([Cl:35])[CH:29]=2)=[CH:24][N:25]=1. The catalyst class is: 1. (5) Reactant: C([O:3][C:4]([C:6]1[C:7]([CH3:25])=[N:8][C:9]([NH:13][CH2:14][CH2:15][CH2:16][C:17]2[CH:22]=[C:21]([OH:23])[CH:20]=[CH:19][C:18]=2[F:24])=[N:10][C:11]=1[CH3:12])=[O:5])C.O.[OH-].[Li+]. Product: [F:24][C:18]1[CH:19]=[CH:20][C:21]([OH:23])=[CH:22][C:17]=1[CH2:16][CH2:15][CH2:14][NH:13][C:9]1[N:8]=[C:7]([CH3:25])[C:6]([C:4]([OH:5])=[O:3])=[C:11]([CH3:12])[N:10]=1. The catalyst class is: 38.